Dataset: Forward reaction prediction with 1.9M reactions from USPTO patents (1976-2016). Task: Predict the product of the given reaction. Given the reactants [C:1]([O:5][C:6](=[O:37])[NH:7][C:8]1([C:16]#[C:17][C:18]2[CH:23]=[CH:22][C:21]([S:24](=[O:36])(=[O:35])[NH:25][CH:26]3[CH2:31][CH2:30][CH:29]4[CH2:32][CH:27]3[C:28]4([CH3:34])[CH3:33])=[CH:20][CH:19]=2)[CH2:13][O:12][C:11]([CH3:15])([CH3:14])[O:10][CH2:9]1)([CH3:4])([CH3:3])[CH3:2], predict the reaction product. The product is: [CH3:33][C:28]1([CH3:34])[CH:27]2[CH2:32][CH:29]1[CH2:30][CH2:31][CH:26]2[NH:25][S:24]([C:21]1[CH:20]=[CH:19][C:18]([CH2:17][CH2:16][C:8]2([NH:7][C:6](=[O:37])[O:5][C:1]([CH3:4])([CH3:3])[CH3:2])[CH2:13][O:12][C:11]([CH3:14])([CH3:15])[O:10][CH2:9]2)=[CH:23][CH:22]=1)(=[O:36])=[O:35].